From a dataset of CYP3A4 inhibition data for predicting drug metabolism from PubChem BioAssay. Regression/Classification. Given a drug SMILES string, predict its absorption, distribution, metabolism, or excretion properties. Task type varies by dataset: regression for continuous measurements (e.g., permeability, clearance, half-life) or binary classification for categorical outcomes (e.g., BBB penetration, CYP inhibition). Dataset: cyp3a4_veith. The compound is COC(=O)[C@@]1(Cc2ccc(F)cc2)[C@H]2c3cc(C(=O)N(C)C)n(Cc4ccc(OC)c(OC)c4)c3C[C@H]2CN1C(=O)c1ccccc1. The result is 1 (inhibitor).